This data is from Forward reaction prediction with 1.9M reactions from USPTO patents (1976-2016). The task is: Predict the product of the given reaction. (1) Given the reactants [C:1]([C:5]1[CH2:9][C:8](=[O:10])[N:7]([CH2:11][C:12]2[CH:21]=[CH:20][C:15]([C:16]([O:18][CH3:19])=[O:17])=[CH:14][CH:13]=2)[N:6]=1)([CH3:4])([CH3:3])[CH3:2].[CH3:22][C:23]1[N:28]=[C:27]([CH2:29]O)[CH:26]=[CH:25][CH:24]=1.C(P(CCCC)CCCC)CCC.N(C(N1CCCCC1)=O)=NC(N1CCCCC1)=O, predict the reaction product. The product is: [C:1]([C:5]1[CH:9]=[C:8]([O:10][CH2:29][C:27]2[CH:26]=[CH:25][CH:24]=[C:23]([CH3:22])[N:28]=2)[N:7]([CH2:11][C:12]2[CH:13]=[CH:14][C:15]([C:16]([O:18][CH3:19])=[O:17])=[CH:20][CH:21]=2)[N:6]=1)([CH3:4])([CH3:2])[CH3:3]. (2) The product is: [CH3:26][O:25][CH2:24][CH2:23][O:22][CH2:21][CH2:20][O:1][C:2]1[CH:16]=[CH:15][C:5]([C:6]([O:8][C:9]2[CH:14]=[CH:13][CH:12]=[CH:11][CH:10]=2)=[O:7])=[CH:4][CH:3]=1. Given the reactants [OH:1][C:2]1[CH:16]=[CH:15][C:5]([C:6]([O:8][C:9]2[CH:14]=[CH:13][CH:12]=[CH:11][CH:10]=2)=[O:7])=[CH:4][CH:3]=1.[H-].[Na+].Br[CH2:20][CH2:21][O:22][CH2:23][CH2:24][O:25][CH3:26].C(=O)([O-])[O-].[Na+].[Na+], predict the reaction product.